From a dataset of Forward reaction prediction with 1.9M reactions from USPTO patents (1976-2016). Predict the product of the given reaction. (1) Given the reactants CC1(C)C(C)(C)OB([C:9]2[CH:14]=[CH:13][C:12]([N+:15]([O-:17])=[O:16])=[CH:11][C:10]=2[CH3:18])O1.Br[C:21]1[N:26]2[CH:27]=[CH:28][N:29]=[C:25]2[CH:24]=[CH:23][CH:22]=1.C(=O)([O-])[O-].[K+].[K+], predict the reaction product. The product is: [CH3:18][C:10]1[CH:11]=[C:12]([N+:15]([O-:17])=[O:16])[CH:13]=[CH:14][C:9]=1[C:21]1[N:26]2[CH:27]=[CH:28][N:29]=[C:25]2[CH:24]=[CH:23][CH:22]=1. (2) Given the reactants ClCCl.[CH3:4][O:5][C:6]1[CH:15]=[C:14]2[C:9]([C:10]([CH3:20])=[CH:11][C:12](=[O:19])[N:13]2[CH2:16][CH:17]=O)=[CH:8][CH:7]=1.[N:21]1([C:32]([O:34][C:35]([CH3:38])([CH3:37])[CH3:36])=[O:33])[CH2:26][CH2:25][NH:24][CH:23]([C:27]([O:29][CH2:30][CH3:31])=[O:28])[CH2:22]1.C(O[BH-](OC(=O)C)OC(=O)C)(=O)C.[Na+], predict the reaction product. The product is: [CH3:4][O:5][C:6]1[CH:15]=[C:14]2[C:9]([C:10]([CH3:20])=[CH:11][C:12](=[O:19])[N:13]2[CH2:16][CH2:17][N:24]2[CH2:25][CH2:26][N:21]([C:32]([O:34][C:35]([CH3:36])([CH3:37])[CH3:38])=[O:33])[CH2:22][CH:23]2[C:27]([O:29][CH2:30][CH3:31])=[O:28])=[CH:8][CH:7]=1.